From a dataset of Forward reaction prediction with 1.9M reactions from USPTO patents (1976-2016). Predict the product of the given reaction. (1) Given the reactants [Si:1]([O:8][CH2:9][C:10]1[C:15](B2OC(C)(C)C(C)(C)O2)=[CH:14][CH:13]=[CH:12][C:11]=1[N:25]1[CH:29]=[CH:28][N:27]([C:30]2[CH:35]=[CH:34][C:33]([CH3:36])=[CH:32][CH:31]=2)[C:26]1=[O:37])([C:4]([CH3:7])([CH3:6])[CH3:5])([CH3:3])[CH3:2].Cl[C:39]1[CH:44]=[CH:43][N:42]=[C:41]([NH2:45])[C:40]=1[N+:46]([O-:48])=[O:47].CC([O-])=O.[K+], predict the reaction product. The product is: [NH2:45][C:41]1[C:40]([N+:46]([O-:48])=[O:47])=[C:39]([C:15]2[C:10]([CH2:9][O:8][Si:1]([C:4]([CH3:7])([CH3:6])[CH3:5])([CH3:3])[CH3:2])=[C:11]([N:25]3[CH:29]=[CH:28][N:27]([C:30]4[CH:35]=[CH:34][C:33]([CH3:36])=[CH:32][CH:31]=4)[C:26]3=[O:37])[CH:12]=[CH:13][CH:14]=2)[CH:44]=[CH:43][N:42]=1. (2) Given the reactants [H-].[Na+].[NH2:3][C:4]1[N:9]=[CH:8][C:7]([CH2:10][CH:11]([C:15]2[N:16]=[CH:17][NH:18][CH:19]=2)[C:12]([OH:14])=[O:13])=[CH:6][CH:5]=1.CS(O[CH2:25][C:26]1[CH:30]=[C:29]([C:31]2[S:32][C:33]([Cl:36])=[CH:34][CH:35]=2)[O:28][N:27]=1)(=O)=O.[C:37](OCC)(=O)[CH3:38], predict the reaction product. The product is: [NH2:3][C:4]1[N:9]=[CH:8][C:7]([CH2:10][C@@H:11]([C:15]2[N:16]=[CH:17][N:18]([CH2:25][C:26]3[CH:30]=[C:29]([C:31]4[S:32][C:33]([Cl:36])=[CH:34][CH:35]=4)[O:28][N:27]=3)[CH:19]=2)[C:12]([O:14][CH2:37][CH3:38])=[O:13])=[CH:6][CH:5]=1. (3) Given the reactants [F:1][C:2]1[CH:7]=[C:6]([F:8])[CH:5]=[CH:4][C:3]=1[N:9]1[C:17](=[O:18])[C:16]2[C@H:15]3[C:19]([CH3:21])([CH3:20])[C@:12]([CH3:22])([CH2:13][CH2:14]3)[C:11]=2[NH:10]1.I[CH2:24][C:25]([O:27][CH2:28][CH3:29])=[O:26], predict the reaction product. The product is: [CH2:28]([O:27][C:25](=[O:26])[CH2:24][N:10]1[C:11]2[C@:12]3([CH3:22])[C:19]([CH3:21])([CH3:20])[C@@H:15]([CH2:14][CH2:13]3)[C:16]=2[C:17](=[O:18])[N:9]1[C:3]1[CH:4]=[CH:5][C:6]([F:8])=[CH:7][C:2]=1[F:1])[CH3:29]. (4) Given the reactants [NH:1]1[C:9]2[C:4](=[CH:5][CH:6]=[CH:7][CH:8]=2)[C:3]([C:10]2[CH:20]=[CH:19][C:13]([C:14]([O:16][CH2:17][CH3:18])=[O:15])=[CH:12][CH:11]=2)=[N:2]1.CC[O-].[Na+].[CH2:25](Cl)[C:26]1[CH:31]=[CH:30][CH:29]=[CH:28][CH:27]=1, predict the reaction product. The product is: [CH2:25]([N:2]1[C:3]([C:10]2[CH:20]=[CH:19][C:13]([C:14]([O:16][CH2:17][CH3:18])=[O:15])=[CH:12][CH:11]=2)=[C:4]2[C:9]([CH:8]=[CH:7][CH:6]=[CH:5]2)=[N:1]1)[C:26]1[CH:31]=[CH:30][CH:29]=[CH:28][CH:27]=1.